Dataset: Catalyst prediction with 721,799 reactions and 888 catalyst types from USPTO. Task: Predict which catalyst facilitates the given reaction. (1) Reactant: [O:1]1[CH2:5][CH2:4][O:3][CH:2]1[C:6]1[C:15](Br)=[CH:14][C:13]2[C:12]([CH3:18])([CH3:17])[CH2:11][CH2:10][C:9]([CH3:20])([CH3:19])[C:8]=2[CH:7]=1.[Cl-].[CH3:22][C:23]1[CH:30]=[CH:29][C:26]([CH2:27][Zn+])=[CH:25][CH:24]=1. Product: [O:1]1[CH2:5][CH2:4][O:3][CH:2]1[C:6]1[C:15]([CH2:22][C:23]2[CH:30]=[CH:29][C:26]([CH3:27])=[CH:25][CH:24]=2)=[CH:14][C:13]2[C:12]([CH3:18])([CH3:17])[CH2:11][CH2:10][C:9]([CH3:20])([CH3:19])[C:8]=2[CH:7]=1. The catalyst class is: 7. (2) Reactant: C1C=CC2N(O)N=NC=2C=1.CN1CCOCC1.[CH2:18]([O:25][C:26]([NH:28][C@@H:29]([C:34]([OH:36])=O)[CH2:30][CH:31]([CH3:33])[CH3:32])=[O:27])[C:19]1[CH:24]=[CH:23][CH:22]=[CH:21][CH:20]=1.C(Cl)CCl.Cl.[CH3:42][O:43][C:44](=[O:51])[C@H:45]([CH2:47][CH:48]([CH3:50])[CH3:49])[NH2:46]. Product: [CH3:42][O:43][C:44](=[O:51])[C@H:45]([CH2:47][CH:48]([CH3:50])[CH3:49])[NH:46][C:34](=[O:36])[C@@H:29]([CH2:30][CH:31]([CH3:32])[CH3:33])[NH:28][C:26]([O:25][CH2:18][C:19]1[CH:20]=[CH:21][CH:22]=[CH:23][CH:24]=1)=[O:27]. The catalyst class is: 4.